From a dataset of Peptide-MHC class II binding affinity with 134,281 pairs from IEDB. Regression. Given a peptide amino acid sequence and an MHC pseudo amino acid sequence, predict their binding affinity value. This is MHC class II binding data. (1) The peptide sequence is GLLHPILVIRNQKVS. The binding affinity (normalized) is 0. The MHC is HLA-DQA10501-DQB10301 with pseudo-sequence HLA-DQA10501-DQB10301. (2) The peptide sequence is IPVFLQEALNIALVA. The MHC is H-2-IAb with pseudo-sequence H-2-IAb. The binding affinity (normalized) is 0.495. (3) The peptide sequence is EKKYFDATQFEPLAA. The MHC is HLA-DPA10103-DPB10601 with pseudo-sequence HLA-DPA10103-DPB10601. The binding affinity (normalized) is 0.964. (4) The peptide sequence is APEDKYEAFVLHFSE. The MHC is HLA-DPA10201-DPB11401 with pseudo-sequence HLA-DPA10201-DPB11401. The binding affinity (normalized) is 0.256. (5) The peptide sequence is LHRVVLLESIAQFGD. The MHC is DRB3_0101 with pseudo-sequence DRB3_0101. The binding affinity (normalized) is 0.344. (6) The peptide sequence is YTKKEAFNVENGNAT. The MHC is HLA-DPA10301-DPB10402 with pseudo-sequence HLA-DPA10301-DPB10402. The binding affinity (normalized) is 0.0869. (7) The peptide sequence is VQTAVDFGNSYIAEM. The MHC is DRB3_0202 with pseudo-sequence DRB3_0202. The binding affinity (normalized) is 0. (8) The binding affinity (normalized) is 0.351. The peptide sequence is APADDKFTVFEAAFN. The MHC is DRB1_0401 with pseudo-sequence DRB1_0401. (9) The peptide sequence is ALKESWGAIWRIDTP. The MHC is DRB1_1201 with pseudo-sequence DRB1_1201. The binding affinity (normalized) is 0.193. (10) The MHC is DRB1_1501 with pseudo-sequence DRB1_1501. The binding affinity (normalized) is 0.642. The peptide sequence is VTAKWLWGFLSRNKK.